Dataset: Full USPTO retrosynthesis dataset with 1.9M reactions from patents (1976-2016). Task: Predict the reactants needed to synthesize the given product. (1) Given the product [Br-:44].[OH:1][C@@H:2]([C@H:4]1[C:34](=[O:35])[N:6]2[C:7]([C:21]([O:23][CH2:24][C:25]3[CH:26]=[CH:27][C:28]([N+:31]([O-:33])=[O:32])=[CH:29][CH:30]=3)=[O:22])=[C:8]([C:11]3[S:15][C:14]4=[C:16]([S:19][CH3:20])[N:17]([CH2:43][C:42]5[CH:45]=[CH:46][C:39]([N+:36]([O-:38])=[O:37])=[CH:40][CH:41]=5)[CH:18]=[N+:13]4[CH:12]=3)[C@H:9]([CH3:10])[C@H:5]12)[CH3:3], predict the reactants needed to synthesize it. The reactants are: [OH:1][C@@H:2]([C@H:4]1[C:34](=[O:35])[N:6]2[C:7]([C:21]([O:23][CH2:24][C:25]3[CH:30]=[CH:29][C:28]([N+:31]([O-:33])=[O:32])=[CH:27][CH:26]=3)=[O:22])=[C:8]([C:11]3[S:15][C:14]4=[C:16]([S:19][CH3:20])[N:17]=[CH:18][N:13]4[CH:12]=3)[C@H:9]([CH3:10])[C@H:5]12)[CH3:3].[N+:36]([C:39]1[CH:46]=[CH:45][C:42]([CH2:43][Br:44])=[CH:41][CH:40]=1)([O-:38])=[O:37]. (2) Given the product [C:1]([C:5]1[CH:6]=[CH:7][C:8]([CH3:41])=[C:9]([CH:40]=1)[O:10][C:11]1[S:12][CH:13]=[C:14]([C:16]([NH:18][C:19]2[C:20]([O:38][CH3:39])=[N:21][C:22]([NH:27][CH2:28][CH2:29][OH:30])=[N:23][C:24]=2[O:25][CH3:26])=[O:17])[N:15]=1)([CH3:4])([CH3:3])[CH3:2], predict the reactants needed to synthesize it. The reactants are: [C:1]([C:5]1[CH:6]=[CH:7][C:8]([CH3:41])=[C:9]([CH:40]=1)[O:10][C:11]1[S:12][CH:13]=[C:14]([C:16]([NH:18][C:19]2[C:20]([O:38][CH3:39])=[N:21][C:22]([NH:27][CH2:28][CH2:29][O:30][Si](C(C)(C)C)(C)C)=[N:23][C:24]=2[O:25][CH3:26])=[O:17])[N:15]=1)([CH3:4])([CH3:3])[CH3:2].O1CCCC1.O. (3) The reactants are: [F:1][C:2]1[CH:7]=[CH:6][CH:5]=[CH:4][C:3]=1[N:8]1[C:12]([C:13]2[CH:18]=[CH:17][N:16]=[CH:15][CH:14]=2)=[C:11]([C:19]([O:21]CC)=O)[N:10]=[N:9]1.O[N:25]=[C:26]([NH2:37])[C:27]1[CH:32]=[CH:31][CH:30]=[C:29]([C:33]([F:36])([F:35])[F:34])[CH:28]=1. Given the product [F:1][C:2]1[CH:7]=[CH:6][CH:5]=[CH:4][C:3]=1[N:8]1[C:12]([C:13]2[CH:14]=[CH:15][N:16]=[CH:17][CH:18]=2)=[C:11]([C:19]2[O:21][N:37]=[C:26]([C:27]3[CH:32]=[CH:31][CH:30]=[C:29]([C:33]([F:34])([F:35])[F:36])[CH:28]=3)[N:25]=2)[N:10]=[N:9]1, predict the reactants needed to synthesize it. (4) Given the product [Br:10][C:11]1[N:12]=[C:13]([NH:9][C:7]2[CH:6]=[N:5][N:4]([CH:1]([CH3:3])[CH3:2])[CH:8]=2)[C:14]2[N:15]([CH:17]=[CH:18][N:19]=2)[CH:16]=1, predict the reactants needed to synthesize it. The reactants are: [CH:1]([N:4]1[CH:8]=[C:7]([NH2:9])[CH:6]=[N:5]1)([CH3:3])[CH3:2].[Br:10][C:11]1[N:12]=[C:13](Br)[C:14]2[N:15]([CH:17]=[CH:18][N:19]=2)[CH:16]=1.C(N(CC)C(C)C)(C)C. (5) Given the product [Cl:1][C:2]1[CH:3]=[CH:4][C:5]([CH2:6][NH:7][C:8]([C:10]2[C:11](=[O:23])[C:12]3[S:19][C:18]([CH2:20][N:36]([CH2:35][CH:34]([OH:38])[C:31]4[CH:32]=[CH:33][C:28]([CH2:27][OH:26])=[CH:29][CH:30]=4)[CH3:37])=[C:17]([CH3:22])[C:13]=3[N:14]([CH3:16])[CH:15]=2)=[O:9])=[CH:24][CH:25]=1, predict the reactants needed to synthesize it. The reactants are: [Cl:1][C:2]1[CH:25]=[CH:24][C:5]([CH2:6][NH:7][C:8]([C:10]2[C:11](=[O:23])[C:12]3[S:19][C:18]([CH2:20]Cl)=[C:17]([CH3:22])[C:13]=3[N:14]([CH3:16])[CH:15]=2)=[O:9])=[CH:4][CH:3]=1.[OH:26][CH2:27][C:28]1[CH:33]=[CH:32][C:31]([CH:34]([OH:38])[CH2:35][NH:36][CH3:37])=[CH:30][CH:29]=1.C(N(C(C)C)CC)(C)C. (6) The reactants are: [Cl:1][C:2]1[CH:7]=[C:6]([O:8][C:9]2[C:18]3[C:13](=[CH:14][C:15]([O:21][CH3:22])=[C:16]([O:19][CH3:20])[CH:17]=3)[N:12]=[CH:11][CH:10]=2)[CH:5]=[CH:4][C:3]=1[NH:23][C:24]([NH:26][C:27]1[CH:31]=[C:30]([CH3:32])[O:29][N:28]=1)=[O:25].O.[C:34]1([CH3:44])[CH:39]=[CH:38][C:37]([S:40]([OH:43])(=[O:42])=[O:41])=[CH:36][CH:35]=1.O. Given the product [C:34]1([CH3:44])[CH:35]=[CH:36][C:37]([S:40]([OH:43])(=[O:41])=[O:42])=[CH:38][CH:39]=1.[Cl:1][C:2]1[CH:7]=[C:6]([O:8][C:9]2[C:18]3[C:13](=[CH:14][C:15]([O:21][CH3:22])=[C:16]([O:19][CH3:20])[CH:17]=3)[N:12]=[CH:11][CH:10]=2)[CH:5]=[CH:4][C:3]=1[NH:23][C:24]([NH:26][C:27]1[CH:31]=[C:30]([CH3:32])[O:29][N:28]=1)=[O:25], predict the reactants needed to synthesize it. (7) The reactants are: Cl.[CH2:2]([NH:4][CH2:5][CH3:6])[CH3:3].[C:7]([C:9]1[CH:35]=[CH:34][C:12]([C:13]([NH:15][C:16]2[CH:17]=[CH:18][C:19]([CH3:33])=[C:20]([NH:22][C:23](=[O:32])[C:24]3[CH:29]=[CH:28][C:27]([CH2:30]Cl)=[CH:26][CH:25]=3)[CH:21]=2)=[O:14])=[CH:11][CH:10]=1)#[N:8].C(=O)([O-])[O-].[K+].[K+]. Given the product [C:7]([C:9]1[CH:35]=[CH:34][C:12]([C:13]([NH:15][C:16]2[CH:17]=[CH:18][C:19]([CH3:33])=[C:20]([NH:22][C:23](=[O:32])[C:24]3[CH:29]=[CH:28][C:27]([CH2:30][N:4]([CH2:5][CH3:6])[CH2:2][CH3:3])=[CH:26][CH:25]=3)[CH:21]=2)=[O:14])=[CH:11][CH:10]=1)#[N:8], predict the reactants needed to synthesize it. (8) The reactants are: C(O)C(N)(CO)CO.Cl.[NH2:10][CH2:11][C:12]([OH:14])=[O:13].[NH2:15][C@@H:16]([C:18]([OH:20])=[O:19])[CH3:17]. Given the product [NH2:15][C@@H:16]([C:18]([OH:20])=[O:19])[CH3:17].[NH2:10][CH2:11][C:12]([OH:14])=[O:13].[NH2:15][C@@H:16]([C:18]([OH:20])=[O:19])[CH3:17], predict the reactants needed to synthesize it.